From a dataset of Experimentally validated miRNA-target interactions with 360,000+ pairs, plus equal number of negative samples. Binary Classification. Given a miRNA mature sequence and a target amino acid sequence, predict their likelihood of interaction. (1) The miRNA is hsa-miR-328-3p with sequence CUGGCCCUCUCUGCCCUUCCGU. The protein sequence of the target gene is MSPAAAAAGAGERRRPIASVRDGRGRGCGGPARAVLLGLSLVGLLLYLVPAAAALAWLTVGATAAWWGLSREPRGSRPLSSFVRKARHRRPLSSFVRKARHRRTLFASPLAKSTANGNLLEPRTLLEGPDPAELLLMGSYLGKPGPPQPAAAPEGQDLRDRPGRRPPARPAPRSPPPRSPPPRSPPPSPPTHRAHHVYPSLPTPLLRPSRRPSPRDCGTLPNRFVITPRRRYPIHQAQYSCLGVLPTVCWNGYHKKAVLSPRNSRMVCSPVTVRIAPPDRRFSRSAIPEQIISSTLSSPS.... Result: 1 (interaction). (2) The miRNA is hsa-miR-3171 with sequence AGAUGUAUGGAAUCUGUAUAUAUC. The protein sequence of the target gene is MATKTELSPTARESKNAQDMQVDETLIPRKVPSLCSARYGIALVLHFCNFTTIAQNVIMNITMVAMVNSTSPQSQLNDSSEVLPVDSFGGLSKAPKSLPAKSSILGGQFAIWEKWGPPQERSRLCSIALSGMLLGCFTAILIGGFISETLGWPFVFYIFGGVGCVCCLLWFVVIYDDPVSYPWISTSEKEYIISSLKQQVGSSKQPLPIKAMLRSLPIWSICLGCFSHQWLVSTMVVYIPTYISSVYHVNIRDNGLLSALPFIVAWVIGMVGGYLADFLLTKKFRLITVRKIATILGSLP.... Result: 0 (no interaction). (3) The miRNA is hsa-miR-19b-2-5p with sequence AGUUUUGCAGGUUUGCAUUUCA. The protein sequence of the target gene is MAAAAGSCARVAAWGGKLRRGLAVSRQAVRSPGPLAAAVAGAALAGAGAAWHHSRVSVAARDGSFTVSAQKNVEHGIIYIGKPSLRKQRFMQFSSLEHEGEYYMTPRDFLFSVMFEQMERKTSVKKLTKKDIEDTLSGIQTAGCGSTFFRDLGDKGLISYTEYLFLLTILTKPHSGFHVAFKMLDTDGNEMIEKREFFKLQKIISKQDDLMTVKTNETGYQEAIVKEPEINTTLQMRFFGKRGQRKLHYKEFRRFMENLQTEIQEMEFLQFSKGLSFMRKEDFAEWLLFFTNTENKDIYW.... Result: 0 (no interaction). (4) The miRNA is hsa-miR-6758-3p with sequence ACUCAUUCUCCUCUGUCCAG. The protein sequence of the target gene is MLLGPGHPLSAPALALALTLALLVRSTAPASFFGENHLEVPVPSALTRVDLLLQFSTSQPEALLLLAAGQDDHLLLQLHSGCLQVRLALGQKELKLQTPADTVLSDSAPHTVVLTVSDSWAVLSVDGVLNTSAPIPRASHLKATYGLFVGSSGSLDLPYLKGISRPLRGCLHSAILNGRNLLRPLTSDVHEGCAEEFSAGDEVGLGFSGPHSLAAFPAWSTREEGTLEFTLTTRSQQAPLAFQAGDKRGNFIYVDIFEGHLRAVVEKGQGTMLLRNSVPVADGQPHEVSVHIDVHRLEIS.... Result: 0 (no interaction). (5) The miRNA is mmu-miR-721 with sequence CAGUGCAAUUAAAAGGGGGAA. The protein sequence of the target gene is MPSKSACLRHTEAPGQLEGRMLQGQPPNTEKKLIPTPGFLPASDSQGSETNPMPPFSIPAKTSNQNPQTKANLITPQPPIRPKLERTLSLDDKGWRRRRFRGSQEDLTVQNGASPCRGSLQDSVAQSPAYSRPLPCLSTSLQEIPKSRRATGSEGGSPSLWSDCLSGMISTSLDLLHRDAASGGPPSRLASLHASHTPPAMDLSIASSSLRTANKVDPEHTDYKLRMQTRLVRAHSNLGPSRPRSPLAGDDHSIHSARSFSLLAPIRTKDIRSRSYLEGSLLASGALLGAEELARYFPDR.... Result: 1 (interaction). (6) The protein sequence of the target gene is MHRPRRRGTRPPLLALLAALLLAARGAAAQETELSVSAELVPTSSWNISSELNKDSYLTLDEPMNNITTSLGQTAELHCKVSGNPPPTIRWFKNDAPVVQEPRRLSFRSTIYGSRLRIRNLDTTDTGYFQCVATNGKEVVSSTGVLFVKFGPPPTASPGYSDEYEEDGFCQPYRGIACARFIGNRTVYMESLHMQGEIENQITAAFTMIGTSSHLSDKCSQFAIPSLCHYAFPYCDETSSVPKPRDLCRDECEILENVLCQTEYIFARSNPMILMRLKLPNCEDLPQPESPEAANCIRIG.... The miRNA is hsa-miR-592 with sequence UUGUGUCAAUAUGCGAUGAUGU. Result: 0 (no interaction). (7) The miRNA is hsa-miR-412-3p with sequence ACUUCACCUGGUCCACUAGCCGU. The protein sequence of the target gene is MSSAPRRPAKGADSFCTPEPESLGPGTPGFPEQEEDELHRTLGVERFEEILQEAGSRGGEEPGRSYGEEDFEYHRQSSHHIHHPLSTHLPPDARRRKTPQGPGRKPRRRPGASPTGETPTIEEGEEDEDEASEAEGARALTQPSPVSTPSSVQFFLQEDDSADRKAERTSPSSPAPLPHQEATPRASKGAQAGTQVEEAEAEAVAVASGTAGGDDGGASGRPLPKAQPGHRSYNLQERRRIGSMTGAEQALLPRVPTDEIEAQTLATADLDLMKSHRFEDVPGVRRHLVRKNAKGSTQSG.... Result: 0 (no interaction). (8) The protein sequence of the target gene is MTFPEADILLKSGECAGQTMLDTMEAPGHSRQLLLQLNNQRTKGFLCDVIIVVQNALFRAHKNVLAASSAYLKSLVVHDNLLNLDHDMVSPAVFRLVLDFIYTGRLADGAEAAAAAAVAPGAEPSLGAVLAAASYLQIPDLVALCKKRLKRHGKYCHLRGGGGGGGGYAPYGRPGRGLRAATPVIQACYPSPVGPPPPPAAEPPSGPEAAVNTHCAELYASGPGPAAALCASERRCSPLCGLDLSKKSPPGSAAPERPLAERELPPRPDSPPSAGPAAYKEPPLALPSLPPLPFQKLEEA.... The miRNA is hsa-miR-324-3p with sequence CCCACUGCCCCAGGUGCUGCUGG. Result: 1 (interaction).